This data is from Catalyst prediction with 721,799 reactions and 888 catalyst types from USPTO. The task is: Predict which catalyst facilitates the given reaction. (1) Reactant: [Mg].Br[C:3]1[CH:8]=[CH:7][C:6]([C:9]([F:12])([F:11])[F:10])=[CH:5][CH:4]=1.II.[Br:15][C:16]1[CH:23]=[N:22][CH:21]=[CH:20][C:17]=1[CH:18]=[O:19]. Product: [Br:15][C:16]1[CH:23]=[N:22][CH:21]=[CH:20][C:17]=1[CH:18]([C:3]1[CH:8]=[CH:7][C:6]([C:9]([F:12])([F:11])[F:10])=[CH:5][CH:4]=1)[OH:19]. The catalyst class is: 1. (2) Reactant: [O:1]=[S:2]1(=[O:16])[C:8]2[CH:9]=[CH:10][CH:11]=[CH:12][C:7]=2[CH2:6][N:5](C(=O)C)[CH2:4][CH2:3]1.[OH-].[Na+].O. Product: [S:2]1(=[O:16])(=[O:1])[C:8]2[CH:9]=[CH:10][CH:11]=[CH:12][C:7]=2[CH2:6][NH:5][CH2:4][CH2:3]1. The catalyst class is: 8. (3) Reactant: [Cl-:1].[C:2]([O:6][C:7]([NH:9][CH:10]1[CH2:15][CH2:14][CH2:13][N+:12]([CH2:31][CH2:32][CH2:33][C:34]2[CH:39]=[CH:38][C:37]([O:40][CH2:41][C:42]([O:44]C)=[O:43])=[CH:36][CH:35]=2)([CH2:16][CH2:17][CH2:18][C:19]2[CH:24]=[CH:23][C:22]([O:25][CH2:26][C:27]([O:29]C)=[O:28])=[CH:21][CH:20]=2)[CH2:11]1)=[O:8])([CH3:5])([CH3:4])[CH3:3].[OH-].[Na+]. Product: [Cl-:1].[C:2]([O:6][C:7]([NH:9][C@H:10]1[CH2:15][CH2:14][CH2:13][N+:12]([CH2:16][CH2:17][CH2:18][C:19]2[CH:20]=[CH:21][C:22]([O:25][CH2:26][C:27]([OH:29])=[O:28])=[CH:23][CH:24]=2)([CH2:31][CH2:32][CH2:33][C:34]2[CH:39]=[CH:38][C:37]([O:40][CH2:41][C:42]([OH:44])=[O:43])=[CH:36][CH:35]=2)[CH2:11]1)=[O:8])([CH3:5])([CH3:3])[CH3:4]. The catalyst class is: 5. (4) Reactant: [CH3:1][C:2]1([CH3:31])[C:8](=[O:9])[NH:7][C:6]2[N:10]=[CH:11][C:12](/[CH:14]=[CH:15]/[C:16]([N:18]([CH3:30])[CH2:19][C:20]3[S:24][C:23]4[CH:25]=[CH:26][CH:27]=[CH:28][C:22]=4[C:21]=3[CH3:29])=[O:17])=[CH:13][C:5]=2[CH2:4][NH:3]1.[ClH:32]. Product: [ClH:32].[CH3:1][C:2]1([CH3:31])[C:8](=[O:9])[NH:7][C:6]2[N:10]=[CH:11][C:12](/[CH:14]=[CH:15]/[C:16]([N:18]([CH3:30])[CH2:19][C:20]3[S:24][C:23]4[CH:25]=[CH:26][CH:27]=[CH:28][C:22]=4[C:21]=3[CH3:29])=[O:17])=[CH:13][C:5]=2[CH2:4][NH:3]1. The catalyst class is: 158.